Dataset: Reaction yield outcomes from USPTO patents with 853,638 reactions. Task: Predict the reaction yield, written as a fraction of the theoretical maximum amount of product (1.0 means a 100% yield; for example, 0.34 means a 34% yield). The reactants are [CH3:1][O:2][C:3]1[CH:4]=[CH:5][C:6]2[C:10]([NH:11][C:12]3[CH:17]=[CH:16][C:15](/[CH:18]=[CH:19]/[C:20]([O:22][CH2:23][CH3:24])=[O:21])=[CH:14][CH:13]=3)=[C:9]([C:25]3[CH:30]=[CH:29][C:28]([O:31][CH3:32])=[CH:27][CH:26]=3)[S:8][C:7]=2[CH:33]=1.[H-].[Na+].[CH3:36]I. The catalyst is CN(C=O)C. The product is [CH3:1][O:2][C:3]1[CH:4]=[CH:5][C:6]2[C:10]([N:11]([CH3:36])[C:12]3[CH:17]=[CH:16][C:15](/[CH:18]=[CH:19]/[C:20]([O:22][CH2:23][CH3:24])=[O:21])=[CH:14][CH:13]=3)=[C:9]([C:25]3[CH:26]=[CH:27][C:28]([O:31][CH3:32])=[CH:29][CH:30]=3)[S:8][C:7]=2[CH:33]=1. The yield is 0.360.